Dataset: Forward reaction prediction with 1.9M reactions from USPTO patents (1976-2016). Task: Predict the product of the given reaction. (1) The product is: [F:1][C:2]([F:24])([F:23])[CH2:3][O:4][C:5]1[CH:10]=[CH:9][CH:8]=[CH:7][C:6]=1[C:11]1[CH:16]=[C:15]([F:17])[CH:14]=[CH:13][C:12]=1[C:18]([OH:32])=[O:31]. Given the reactants [F:1][C:2]([F:24])([F:23])[CH2:3][O:4][C:5]1[CH:10]=[CH:9][CH:8]=[CH:7][C:6]=1[C:11]1[CH:16]=[C:15]([F:17])[CH:14]=[CH:13][C:12]=1[C:18]1N=CNN=1.C1COCC1.[Li+].[OH-:31].[OH2:32], predict the reaction product. (2) Given the reactants [H-].[Na+].[S:3](Cl)([C:6]1[CH:12]=[CH:11][C:9]([CH3:10])=[CH:8][CH:7]=1)(=[O:5])=[O:4].[F:14][C:15]([F:26])([F:25])[C:16]1[CH:17]=[C:18]2[CH:24]=[CH:23][NH:22][C:19]2=[N:20][CH:21]=1, predict the reaction product. The product is: [F:26][C:15]([F:14])([F:25])[C:16]1[CH:17]=[C:18]2[CH:24]=[CH:23][N:22]([S:3]([C:6]3[CH:12]=[CH:11][C:9]([CH3:10])=[CH:8][CH:7]=3)(=[O:5])=[O:4])[C:19]2=[N:20][CH:21]=1.